From a dataset of Reaction yield outcomes from USPTO patents with 853,638 reactions. Predict the reaction yield, written as a fraction of the theoretical maximum amount of product (1.0 means a 100% yield; for example, 0.34 means a 34% yield). (1) The reactants are [C:1]([O:5][C:6](=[O:19])[N:7]([C@H:9]1[CH2:14][CH2:13][C@H:12]([C:15]#[C:16][CH2:17][OH:18])[CH2:11][CH2:10]1)[CH3:8])([CH3:4])([CH3:3])[CH3:2].[CH3:20][S:21](Cl)(=[O:23])=[O:22].N1C=CC=CC=1.O. The catalyst is C(Cl)Cl.CN(C1C=CN=CC=1)C. The product is [C:1]([O:5][C:6]([N:7]([CH3:8])[C@H:9]1[CH2:10][CH2:11][C@H:12]([C:15]#[C:16][CH2:17][O:18][S:21]([CH3:20])(=[O:23])=[O:22])[CH2:13][CH2:14]1)=[O:19])([CH3:3])([CH3:2])[CH3:4]. The yield is 0.650. (2) The reactants are [C:1]([C:3]1[CH:24]=[C:23]([F:25])[CH:22]=[CH:21][C:4]=1[O:5][C:6]1[CH:7]=[C:8]2[C:12](=[CH:13][CH:14]=1)[N:11]([CH2:15][C:16]([N:18]([CH3:20])[CH3:19])=[O:17])[N:10]=[CH:9]2)#[N:2].N1C=CC=CC=1C1C=CC=CN=1.[BH4-].[Na+]. The catalyst is CCO. The product is [NH2:2][CH2:1][C:3]1[CH:24]=[C:23]([F:25])[CH:22]=[CH:21][C:4]=1[O:5][C:6]1[CH:7]=[C:8]2[C:12](=[CH:13][CH:14]=1)[N:11]([CH2:15][C:16]([N:18]([CH3:20])[CH3:19])=[O:17])[N:10]=[CH:9]2. The yield is 0.110. (3) The reactants are [CH3:1][N:2]([CH3:19])[C:3]([C:5]1[C:6]([CH2:16][CH:17]=[CH2:18])=[C:7]([OH:15])[C:8]2[N:9]([CH:11]=[C:12]([CH3:14])[N:13]=2)[CH:10]=1)=[O:4].C(=O)([O-])[O-].[K+].[K+].[C:26](Cl)(=[O:31])[C:27]([CH3:30])([CH3:29])[CH3:28].[Cl-].[NH4+]. The catalyst is CC(C)=O.O. The product is [CH2:16]([C:6]1[C:5]([C:3](=[O:4])[N:2]([CH3:1])[CH3:19])=[CH:10][N:9]2[CH:11]=[C:12]([CH3:14])[N:13]=[C:8]2[C:7]=1[O:15][C:26](=[O:31])[C:27]([CH3:30])([CH3:29])[CH3:28])[CH:17]=[CH2:18]. The yield is 0.720. (4) The yield is 0.560. The reactants are [I:1][C:2]1[CH:7]=[CH:6][CH:5]=[CH:4][C:3]=1[OH:8].[F:9][C:10]([F:21])([F:20])[C:11]1[CH:16]=[CH:15][CH:14]=[CH:13][C:12]=1[CH2:17][CH2:18]O.C1(P(C2C=CC=CC=2)C2C=CC=CC=2)C=CC=CC=1.CCOC(/N=N/C(OCC)=O)=O. The catalyst is C1COCC1. The product is [I:1][C:2]1[CH:7]=[CH:6][CH:5]=[CH:4][C:3]=1[O:8][CH2:18][CH2:17][C:12]1[CH:13]=[CH:14][CH:15]=[CH:16][C:11]=1[C:10]([F:9])([F:20])[F:21]. (5) The reactants are [CH2:1]([C:3]1([CH2:29][CH3:30])[N:12]2[CH2:13][CH2:14][C:15]3[C:20]([C:11]2=[C:10]([CH3:24])[C:9]2[CH:8]=[CH:7][C:6]([O:25][CH3:26])=[C:5]([O:27][CH3:28])[C:4]1=2)=[CH:19][C:18]1[O:21][CH2:22][O:23][C:17]=1[CH:16]=3)[CH3:2].[BH4-].[Na+]. The catalyst is CO. The product is [CH2:29]([C:3]1([CH2:1][CH3:2])[N:12]2[CH2:13][CH2:14][C:15]3[C:20]([CH:11]2[CH:10]([CH3:24])[C:9]2[CH:8]=[CH:7][C:6]([O:25][CH3:26])=[C:5]([O:27][CH3:28])[C:4]1=2)=[CH:19][C:18]1[O:21][CH2:22][O:23][C:17]=1[CH:16]=3)[CH3:30]. The yield is 0.420.